Task: Regression. Given a peptide amino acid sequence and an MHC pseudo amino acid sequence, predict their binding affinity value. This is MHC class I binding data.. Dataset: Peptide-MHC class I binding affinity with 185,985 pairs from IEDB/IMGT (1) The peptide sequence is RQRPTAFEF. The MHC is Mamu-B3901 with pseudo-sequence Mamu-B3901. The binding affinity (normalized) is 0.242. (2) The peptide sequence is TVYGLGADV. The MHC is HLA-A29:02 with pseudo-sequence HLA-A29:02. The binding affinity (normalized) is 0.569. (3) The peptide sequence is VYENAFLPF. The MHC is HLA-A29:02 with pseudo-sequence HLA-A29:02. The binding affinity (normalized) is 0.159. (4) The binding affinity (normalized) is 0.533. The peptide sequence is VYIPPYCTI. The MHC is HLA-A29:02 with pseudo-sequence HLA-A29:02. (5) The peptide sequence is SDQKFVDVI. The MHC is HLA-B44:03 with pseudo-sequence HLA-B44:03. The binding affinity (normalized) is 0. (6) The peptide sequence is LLWFHISCL. The MHC is HLA-A11:01 with pseudo-sequence HLA-A11:01. The binding affinity (normalized) is 0.0400. (7) The peptide sequence is HLTPEKGW. The MHC is Mamu-B17 with pseudo-sequence Mamu-B17. The binding affinity (normalized) is 0.136.